Dataset: Forward reaction prediction with 1.9M reactions from USPTO patents (1976-2016). Task: Predict the product of the given reaction. Given the reactants Cl.[C:2]1([NH:8][OH:9])[CH:7]=[CH:6][CH:5]=[CH:4][CH:3]=1.[S:10]([C:14]1[CH:21]=[C:20]([S:22]([OH:25])(=[O:24])=[O:23])[CH:19]=[CH:18][C:15]=1[CH:16]=O)([OH:13])(=[O:12])=[O:11], predict the reaction product. The product is: [C:2]1([N+:8]([O-:9])=[CH:16][C:15]2[CH:18]=[CH:19][C:20]([S:22]([OH:25])(=[O:23])=[O:24])=[CH:21][C:14]=2[S:10]([OH:13])(=[O:12])=[O:11])[CH:7]=[CH:6][CH:5]=[CH:4][CH:3]=1.